From a dataset of NCI-60 drug combinations with 297,098 pairs across 59 cell lines. Regression. Given two drug SMILES strings and cell line genomic features, predict the synergy score measuring deviation from expected non-interaction effect. (1) Drug 1: C1CN1P(=S)(N2CC2)N3CC3. Drug 2: CCN(CC)CCNC(=O)C1=C(NC(=C1C)C=C2C3=C(C=CC(=C3)F)NC2=O)C. Cell line: A498. Synergy scores: CSS=7.28, Synergy_ZIP=0.275, Synergy_Bliss=2.45, Synergy_Loewe=-2.59, Synergy_HSA=-1.94. (2) Drug 1: C1CN(CCN1C(=O)CCBr)C(=O)CCBr. Drug 2: CC1C(C(CC(O1)OC2CC(CC3=C2C(=C4C(=C3O)C(=O)C5=CC=CC=C5C4=O)O)(C(=O)C)O)N)O. Cell line: UACC-257. Synergy scores: CSS=46.8, Synergy_ZIP=-6.48, Synergy_Bliss=-3.34, Synergy_Loewe=-24.8, Synergy_HSA=0.0839. (3) Drug 1: C1=NC2=C(N=C(N=C2N1C3C(C(C(O3)CO)O)O)F)N. Drug 2: C1CCC(C(C1)N)N.C(=O)(C(=O)[O-])[O-].[Pt+4]. Cell line: UO-31. Synergy scores: CSS=16.3, Synergy_ZIP=-2.84, Synergy_Bliss=2.81, Synergy_Loewe=-6.28, Synergy_HSA=-0.0178. (4) Drug 1: C(=O)(N)NO. Drug 2: COCCOC1=C(C=C2C(=C1)C(=NC=N2)NC3=CC=CC(=C3)C#C)OCCOC.Cl. Cell line: HL-60(TB). Synergy scores: CSS=16.9, Synergy_ZIP=-3.28, Synergy_Bliss=-1.55, Synergy_Loewe=-1.44, Synergy_HSA=-2.09. (5) Drug 1: C1=CC(=CC=C1CC(C(=O)O)N)N(CCCl)CCCl.Cl. Drug 2: C1C(C(OC1N2C=C(C(=O)NC2=O)F)CO)O. Cell line: UACC-257. Synergy scores: CSS=8.70, Synergy_ZIP=-4.14, Synergy_Bliss=-8.89, Synergy_Loewe=-18.8, Synergy_HSA=-11.4. (6) Drug 1: CC1=C(C=C(C=C1)NC2=NC=CC(=N2)N(C)C3=CC4=NN(C(=C4C=C3)C)C)S(=O)(=O)N.Cl. Drug 2: CC(C1=C(C=CC(=C1Cl)F)Cl)OC2=C(N=CC(=C2)C3=CN(N=C3)C4CCNCC4)N. Cell line: HCT-15. Synergy scores: CSS=3.16, Synergy_ZIP=0.224, Synergy_Bliss=2.66, Synergy_Loewe=-1.86, Synergy_HSA=0.349. (7) Drug 1: CS(=O)(=O)CCNCC1=CC=C(O1)C2=CC3=C(C=C2)N=CN=C3NC4=CC(=C(C=C4)OCC5=CC(=CC=C5)F)Cl. Drug 2: B(C(CC(C)C)NC(=O)C(CC1=CC=CC=C1)NC(=O)C2=NC=CN=C2)(O)O. Cell line: A549. Synergy scores: CSS=31.6, Synergy_ZIP=-1.42, Synergy_Bliss=-1.72, Synergy_Loewe=-30.7, Synergy_HSA=-1.66. (8) Drug 1: C1=C(C(=O)NC(=O)N1)N(CCCl)CCCl. Drug 2: C1CN(CCN1C(=O)CCBr)C(=O)CCBr. Cell line: KM12. Synergy scores: CSS=17.5, Synergy_ZIP=-8.31, Synergy_Bliss=-8.13, Synergy_Loewe=-3.18, Synergy_HSA=-2.37.